Dataset: Peptide-MHC class I binding affinity with 185,985 pairs from IEDB/IMGT. Task: Regression. Given a peptide amino acid sequence and an MHC pseudo amino acid sequence, predict their binding affinity value. This is MHC class I binding data. (1) The peptide sequence is ACISSEATTPV. The MHC is Mamu-A11 with pseudo-sequence Mamu-A11. The binding affinity (normalized) is 0.393. (2) The peptide sequence is QLPKRGVRV. The MHC is HLA-A68:02 with pseudo-sequence HLA-A68:02. The binding affinity (normalized) is 0.227. (3) The peptide sequence is FTARIIIFS. The MHC is HLA-A80:01 with pseudo-sequence HLA-A80:01. The binding affinity (normalized) is 0.0847. (4) The peptide sequence is EVIGLTTHCT. The MHC is HLA-A02:01 with pseudo-sequence HLA-A02:01. The binding affinity (normalized) is 0.0649. (5) The peptide sequence is RPMSASRPA. The MHC is HLA-B39:01 with pseudo-sequence HLA-B39:01. The binding affinity (normalized) is 0.487. (6) The peptide sequence is MLEGETKLY. The MHC is HLA-A01:01 with pseudo-sequence HLA-A01:01. The binding affinity (normalized) is 0.168. (7) The peptide sequence is IQLFSDFTI. The MHC is HLA-A02:06 with pseudo-sequence HLA-A02:06. The binding affinity (normalized) is 0.827. (8) The peptide sequence is MPVTAASAA. The MHC is HLA-B51:01 with pseudo-sequence HLA-B51:01. The binding affinity (normalized) is 0.156. (9) The peptide sequence is NVKNLYEKVK. The MHC is HLA-A03:01 with pseudo-sequence HLA-A03:01. The binding affinity (normalized) is 0. (10) The binding affinity (normalized) is 0.662. The MHC is HLA-A02:03 with pseudo-sequence HLA-A02:03. The peptide sequence is LIAGIILLI.